This data is from Full USPTO retrosynthesis dataset with 1.9M reactions from patents (1976-2016). The task is: Predict the reactants needed to synthesize the given product. (1) Given the product [C:35]([NH:1][CH2:2][C:3]1[CH:8]=[CH:7][C:6]([C:9]2[CH2:13][C:12]([C:18]3[CH:23]=[C:22]([Br:24])[C:21]([F:25])=[C:20]([Br:26])[CH:19]=3)([C:14]([F:17])([F:16])[F:15])[O:11][N:10]=2)=[CH:5][C:4]=1[Cl:27])(=[O:39])[CH2:36][CH2:37][CH3:38], predict the reactants needed to synthesize it. The reactants are: [NH2:1][CH2:2][C:3]1[CH:8]=[CH:7][C:6]([C:9]2[CH2:13][C:12]([C:18]3[CH:23]=[C:22]([Br:24])[C:21]([F:25])=[C:20]([Br:26])[CH:19]=3)([C:14]([F:17])([F:16])[F:15])[O:11][N:10]=2)=[CH:5][C:4]=1[Cl:27].C(N(CC)CC)C.[C:35](Cl)(=[O:39])[CH2:36][CH2:37][CH3:38]. (2) The reactants are: Cl[C:2]1[CH:11]=[C:10]([CH3:12])[C:9]2[C:4](=[CH:5][CH:6]=[C:7]([CH3:13])[CH:8]=2)[N:3]=1.Cl.[NH2:15][C@H:16]1[CH2:20][CH2:19][N:18]([C:21](=[O:34])[CH2:22][C:23]2[CH:28]=[CH:27][C:26]([O:29][C:30]([F:33])([F:32])[F:31])=[CH:25][CH:24]=2)[CH2:17]1.O1CCOCC1.CC(C)([O-])C.[Na+]. Given the product [CH3:12][C:10]1[C:9]2[C:4](=[CH:5][CH:6]=[C:7]([CH3:13])[CH:8]=2)[N:3]=[C:2]([NH:15][C@H:16]2[CH2:20][CH2:19][N:18]([C:21](=[O:34])[CH2:22][C:23]3[CH:24]=[CH:25][C:26]([O:29][C:30]([F:31])([F:32])[F:33])=[CH:27][CH:28]=3)[CH2:17]2)[CH:11]=1, predict the reactants needed to synthesize it. (3) Given the product [CH:8]1([N:11]([C@H:19]2[C:28]3[CH:27]=[C:26]([F:29])[CH:25]=[CH:24][C:23]=3[N:22]([C:30](=[O:42])[C:31]3[CH:32]=[CH:33][C:34]([O:37][C:38]([F:39])([F:41])[F:40])=[CH:35][CH:36]=3)[C@H:21]3[CH2:43][CH2:44][CH2:45][C@@H:20]23)[C:12](=[O:18])[CH2:13][CH2:14][C:15]([O:17][CH:74]2[O:73][CH:72]([C:80]([O:82][CH2:83][C:84]3[CH:89]=[CH:88][CH:87]=[CH:86][CH:85]=3)=[O:81])[CH:71]([OH:70])[CH:76]([OH:77])[CH:75]2[OH:78])=[O:16])[CH2:10][CH2:9]1, predict the reactants needed to synthesize it. The reactants are: CN1CCOCC1.[CH:8]1([N:11]([C@H:19]2[C:28]3[CH:27]=[C:26]([F:29])[CH:25]=[CH:24][C:23]=3[N:22]([C:30](=[O:42])[C:31]3[CH:36]=[CH:35][C:34]([O:37][C:38]([F:41])([F:40])[F:39])=[CH:33][CH:32]=3)[C@H:21]3[CH2:43][CH2:44][CH2:45][C@@H:20]23)[C:12](=[O:18])[CH2:13][CH2:14][C:15]([OH:17])=[O:16])[CH2:10][CH2:9]1.CN(C(ON1N=NC2C=CC=NC1=2)=[N+](C)C)C.F[P-](F)(F)(F)(F)F.[OH:70][CH:71]1[CH:76]([OH:77])[CH:75]([OH:78])[CH:74](O)[O:73][CH:72]1[C:80]([O:82][CH2:83][C:84]1[CH:89]=[CH:88][CH:87]=[CH:86][CH:85]=1)=[O:81]. (4) The reactants are: [C:1]1([CH3:12])[CH:6]=[CH:5][C:4]([S:7]([NH:10][NH2:11])(=[O:9])=[O:8])=[CH:3][CH:2]=1.Cl.[N:14]1[CH:19]=[CH:18][CH:17]=[C:16]([CH:20]=O)[CH:15]=1. Given the product [CH3:12][C:1]1[CH:2]=[CH:3][C:4]([S:7]([NH:10][N:11]=[CH:20][C:16]2[CH:15]=[N:14][CH:19]=[CH:18][CH:17]=2)(=[O:8])=[O:9])=[CH:5][CH:6]=1, predict the reactants needed to synthesize it. (5) Given the product [CH3:1][O:2][C:5]1[C:10]([CH:11]=[CH:12][O:13][CH3:14])=[C:9]([O:15][CH3:16])[CH:8]=[CH:7][N:6]=1, predict the reactants needed to synthesize it. The reactants are: [CH3:1][O-:2].[Na+].Cl[C:5]1[C:10]([CH:11]=[CH:12][O:13][CH3:14])=[C:9]([O:15][CH3:16])[CH:8]=[CH:7][N:6]=1.O. (6) Given the product [F:8][C:3]1[C:2]([C:17]2[CH:22]=[CH:21][N:20]=[CH:19][CH:18]=2)=[CH:7][CH:6]=[CH:5][N:4]=1, predict the reactants needed to synthesize it. The reactants are: Br[C:2]1[C:3]([F:8])=[N:4][CH:5]=[CH:6][CH:7]=1.CC1(C)C(C)(C)OB([C:17]2[CH:22]=[CH:21][N:20]=[CH:19][CH:18]=2)O1.C(=O)([O-])[O-].[Cs+].[Cs+]. (7) Given the product [C:19]1(=[O:21])[NH:13][CH2:14][CH2:15][CH2:16][CH2:17][CH2:18]1.[NH2:13][CH2:14][CH2:15][CH2:16][CH2:17][CH2:18][C:19]([OH:21])=[O:20], predict the reactants needed to synthesize it. The reactants are: C(CCCCC(O)=O)=O.N.[H][H].[NH2:13][CH2:14][CH2:15][CH2:16][CH2:17][CH2:18][C:19]([OH:21])=[O:20]. (8) Given the product [Br:1][C:2]1[C:3]([O:15][CH2:16][C:17]2[CH:22]=[CH:21][CH:20]=[CH:19][N:18]=2)=[N:4][C:5]([C:11]([F:14])([F:13])[F:12])=[C:6]([CH:10]=1)[C:7]([NH:23][C@@H:24]1[CH2:29][CH2:28][CH2:27][CH2:26][C@H:25]1[OH:30])=[O:9], predict the reactants needed to synthesize it. The reactants are: [Br:1][C:2]1[C:3]([O:15][CH2:16][C:17]2[CH:22]=[CH:21][CH:20]=[CH:19][N:18]=2)=[N:4][C:5]([C:11]([F:14])([F:13])[F:12])=[C:6]([CH:10]=1)[C:7]([OH:9])=O.[NH2:23][C@@H:24]1[CH2:29][CH2:28][CH2:27][CH2:26][C@H:25]1[OH:30]. (9) The reactants are: [CH3:1][C:2]1[C:6]([C:7]2[CH:8]=[C:9]([C:24]([NH2:26])=[O:25])[C:10]3[NH:11][C:12]4[C:17]([C:18]=3[CH:19]=2)=[CH:16][CH:15]=[C:14]([C:20]([OH:23])([CH3:22])[CH3:21])[CH:13]=4)=[C:5]([CH3:27])[O:4][N:3]=1.[CH:28]1([S:31](Cl)(=[O:33])=[O:32])[CH2:30][CH2:29]1.C([O-])(=O)C.[NH4+]. Given the product [CH:28]1([S:31]([N:11]2[C:10]3[C:9]([C:24]([NH2:26])=[O:25])=[CH:8][C:7]([C:6]4[C:2]([CH3:1])=[N:3][O:4][C:5]=4[CH3:27])=[CH:19][C:18]=3[C:17]3[C:12]2=[CH:13][C:14]([C:20]([OH:23])([CH3:22])[CH3:21])=[CH:15][CH:16]=3)(=[O:33])=[O:32])[CH2:30][CH2:29]1, predict the reactants needed to synthesize it.